Dataset: Experimentally validated miRNA-target interactions with 360,000+ pairs, plus equal number of negative samples. Task: Binary Classification. Given a miRNA mature sequence and a target amino acid sequence, predict their likelihood of interaction. (1) The miRNA is hsa-miR-506-3p with sequence UAAGGCACCCUUCUGAGUAGA. The protein sequence of the target gene is MEPRESGKAPVTFDDITVYLLQEEWVLLSQQQKELCGSNKLVAPLGPTVANPELFRKFGRGPEPWLGSVQGQRSLLEHHPGKKQMGYMGEMEVQGPTRESGQSLPPQKKAYLSHLSTGSGHIEGDWAGRNRKLLKPRSIQKSWFVQFPWLIMNEEQTALFCSACREYPSIRDKRSRLIEGYTGPFKVETLKYHAKSKAHMFCVNALAARDPIWAARFRSIRDPPGDVLASPEPLFTADCPIFYPPGPLGGFDSMAELLPSSRAELEDPGGDGAIPAMYLDCISDLRQKEITDGIHSSSDI.... Result: 0 (no interaction). (2) The miRNA is hsa-miR-10a-5p with sequence UACCCUGUAGAUCCGAAUUUGUG. The protein sequence of the target gene is MSLYDDLGVETSDSKTEGWSKNFKLLQSQLQVKKAALTQAKSQRTKQSTVLAPVIDLKRGGSSDDRQIVDTPPHVAAGLKDPVPSGFSAGEVLIPLADEYDPMFPNDYEKVVKRQREERQRQRELERQKEIEEREKRRKDRHEASGFARRPDPDSDEDEDYERERRKRSMGGAAIAPPTSLVEKDKELPRDFPYEEDSRPRSQSSKAAIPPPVYEEQDRPRSPTGPSNSFLANMGGTVAHKIMQKYGFREGQGLGKHEQGLSTALSVEKTSKRGGKIIVGDATEKDASKKSDSNPLTEIL.... Result: 1 (interaction).